Dataset: Catalyst prediction with 721,799 reactions and 888 catalyst types from USPTO. Task: Predict which catalyst facilitates the given reaction. (1) Reactant: [CH2:1]([N:8]1[C:12](=O)[C@H:11]([OH:14])[C@@H:10]([OH:15])[C:9]1=O)[C:2]1[CH:7]=[CH:6][CH:5]=[CH:4][CH:3]=1.CO. Product: [CH2:1]([N:8]1[CH2:12][C@H:11]([OH:14])[C@@H:10]([OH:15])[CH2:9]1)[C:2]1[CH:3]=[CH:4][CH:5]=[CH:6][CH:7]=1. The catalyst class is: 1. (2) Reactant: [F:1][C:2]1[CH:10]=[CH:9][CH:8]=[C:7]2[C:3]=1[C:4]([C:11]([O:13][CH3:14])=[O:12])=[CH:5][NH:6]2.[H-].[Na+].Cl[CH2:18][C:19]1[CH:24]=[CH:23][C:22]([C:25]2[CH:26]=[N:27][N:28]([CH3:30])[CH:29]=2)=[CH:21][C:20]=1[F:31]. Product: [F:1][C:2]1[CH:10]=[CH:9][CH:8]=[C:7]2[C:3]=1[C:4]([C:11]([O:13][CH3:14])=[O:12])=[CH:5][N:6]2[CH2:18][C:19]1[CH:24]=[CH:23][C:22]([C:25]2[CH:26]=[N:27][N:28]([CH3:30])[CH:29]=2)=[CH:21][C:20]=1[F:31]. The catalyst class is: 9. (3) Reactant: [Cl:1][C:2]1[CH:7]=[CH:6][C:5]([CH2:8][C:9]([OH:11])=O)=[CH:4][CH:3]=1.[NH2:12][C:13]1[CH:18]=[C:17]([C:19]([C:21]2[C:29]3[CH:28]=[N:27][CH:26]=[N:25][C:24]=3[N:23]([CH:30]3[CH2:35][O:34]C(C)(C)[O:32][CH2:31]3)[CH:22]=2)=[O:20])[CH:16]=[CH:15][N:14]=1.CN(C(ON1N=NC2C=CC=NC1=2)=[N+](C)C)C.F[P-](F)(F)(F)(F)F.C(=O)(O)[O-].[Na+]. Product: [Cl:1][C:2]1[CH:3]=[CH:4][C:5]([CH2:8][C:9]([NH:12][C:13]2[CH:18]=[C:17]([C:19]([C:21]3[C:29]4[CH:28]=[N:27][CH:26]=[N:25][C:24]=4[N:23]([CH:30]([CH2:31][OH:32])[CH2:35][OH:34])[CH:22]=3)=[O:20])[CH:16]=[CH:15][N:14]=2)=[O:11])=[CH:6][CH:7]=1. The catalyst class is: 17. (4) Reactant: [CH3:1][C:2]1[CH:7]=[C:6]([B:8]2[O:12][C:11]([CH3:14])([CH3:13])[C:10]([CH3:16])([CH3:15])[O:9]2)[CH:5]=[CH:4][C:3]=1[OH:17].C([O-])([O-])=O.[Cs+].[Cs+].[CH2:24]([O:26][C:27](=[O:32])[CH2:28][CH2:29][CH2:30]Br)[CH3:25]. Product: [CH2:24]([O:26][C:27](=[O:32])[CH2:28][CH2:29][CH2:30][O:17][C:3]1[CH:4]=[CH:5][C:6]([B:8]2[O:12][C:11]([CH3:13])([CH3:14])[C:10]([CH3:16])([CH3:15])[O:9]2)=[CH:7][C:2]=1[CH3:1])[CH3:25]. The catalyst class is: 3. (5) Reactant: [NH2:1][C:2]([NH2:4])=[O:3].[F:5][C:6]([F:17])([F:16])[C:7](=O)[CH:8](Cl)[C:9]([O:11][CH2:12][CH3:13])=[O:10]. Product: [NH2:1][C:2]1[O:3][C:8]([C:9]([O:11][CH2:12][CH3:13])=[O:10])=[C:7]([C:6]([F:5])([F:17])[F:16])[N:4]=1. The catalyst class is: 18.